The task is: Predict the product of the given reaction.. This data is from Forward reaction prediction with 1.9M reactions from USPTO patents (1976-2016). (1) Given the reactants COC(C1C=C(O)C2C(=C(OCC3C=CC=CC=3)C=C(C#CCOCC3C=CC=CC=3)C=2)N=1)=O.C([O:42][C:43]([C:45]1[CH:54]=[C:53]([O:55]CC2C=CC=CC=2)[C:52]2[C:47](=[C:48]([O:69]CC3C=CC=CC=3)[C:49]([C:63]#[C:64][CH2:65][CH2:66][CH2:67][CH3:68])=[CH:50][CH:51]=2)[N:46]=1)=[O:44])C1C=CC=CC=1, predict the reaction product. The product is: [OH:55][C:53]1[C:52]2[C:47](=[C:48]([OH:69])[C:49]([CH2:63][CH2:64][CH2:65][CH2:66][CH2:67][CH3:68])=[CH:50][CH:51]=2)[N:46]=[C:45]([C:43]([OH:44])=[O:42])[CH:54]=1. (2) Given the reactants [Cl:1][C:2]1[N:7]=[CH:6][C:5]([CH:8]=O)=[C:4]([NH:10][C:11]2[CH:16]=[CH:15][CH:14]=[CH:13][CH:12]=2)[CH:3]=1.[NH2:17][C:18]1[CH:19]=[CH:20][C:21]([CH3:29])=[C:22]([CH2:24][C:25]([O:27]C)=[O:26])[CH:23]=1.[C:30](=O)([O-])[O-].[K+].[K+], predict the reaction product. The product is: [NH2:17][C:18]1[CH:19]=[CH:20][C:21]([CH3:29])=[C:22]([C:24]2[C:25](=[O:26])[N:10]([C:11]3[CH:16]=[CH:15][CH:14]=[CH:13][CH:12]=3)[C:4]3[C:5]([CH:8]=2)=[CH:6][N:7]=[C:2]([CH3:30])[CH:3]=3)[CH:23]=1.[NH2:17][C:18]1[CH:19]=[CH:20][C:21]([CH3:29])=[C:22]([C:24]2[C:25](=[O:27])[N:10]([C:11]3[CH:12]=[CH:13][CH:14]=[CH:15][CH:16]=3)[C:4]3[C:5]([CH:8]=2)=[CH:6][N:7]=[C:2]([Cl:1])[CH:3]=3)[CH:23]=1. (3) Given the reactants O.[NH2:2][NH2:3].[Cl:4][C:5]1[CH:10]=[CH:9][C:8]([N+:11]([O-:13])=[O:12])=[CH:7][N:6]=1, predict the reaction product. The product is: [ClH:4].[NH:2]([C:5]1[CH:10]=[CH:9][C:8]([N+:11]([O-:13])=[O:12])=[CH:7][N:6]=1)[NH2:3]. (4) Given the reactants [F:1][C:2]1[CH:3]=[C:4]([CH:16]=[CH:17][C:18]=1[F:19])[CH2:5][C:6]1[CH:7]=[C:8]([CH:13]=[CH:14][N:15]=1)[C:9]([O:11][CH3:12])=[O:10], predict the reaction product. The product is: [F:1][C:2]1[CH:3]=[C:4]([CH:16]=[CH:17][C:18]=1[F:19])[CH2:5][CH:6]1[CH2:7][CH:8]([C:9]([O:11][CH3:12])=[O:10])[CH2:13][CH2:14][NH:15]1.